From a dataset of Reaction yield outcomes from USPTO patents with 853,638 reactions. Predict the reaction yield, written as a fraction of the theoretical maximum amount of product (1.0 means a 100% yield; for example, 0.34 means a 34% yield). (1) The reactants are [CH2:1]([O:3][C:4]1[CH:5]=[C:6]2[C:11](=[CH:12][CH:13]=1)[N:10]=[C:9]([NH:14][CH2:15][CH3:16])[C:8]([CH2:17]O)=[CH:7]2)[CH3:2].O=S(Cl)[Cl:21]. The catalyst is C(Cl)Cl. The product is [ClH:21].[Cl:21][CH2:17][C:8]1[C:9]([NH:14][CH2:15][CH3:16])=[N:10][C:11]2[C:6]([CH:7]=1)=[CH:5][C:4]([O:3][CH2:1][CH3:2])=[CH:13][CH:12]=2. The yield is 0.990. (2) The yield is 0.300. The reactants are C1(C)C=CC=CC=1.C([Li])CCC.Br[C:14]1[CH:15]=[N:16][CH:17]=[CH:18][CH:19]=1.[O:20]1[CH2:25][CH2:24][C:23](=[O:26])[CH2:22][CH2:21]1. The product is [OH:26][C:23]1([C:14]2[CH:15]=[N:16][CH:17]=[CH:18][CH:19]=2)[CH2:24][CH2:25][O:20][CH2:21][CH2:22]1. The catalyst is CCCCCC.O1CCCC1. (3) The reactants are [CH:1]1([N:4]2[CH2:9][CH2:8][CH:7]([C:10]3[CH:19]=[CH:18][C:13]([C:14]([O:16]C)=O)=[CH:12][CH:11]=3)[CH2:6][CH2:5]2)[CH2:3][CH2:2]1.[CH3:20][O:21][C:22]1[CH:23]=[C:24]([CH2:30][CH2:31][C:32]2[CH:33]=[C:34]([NH2:37])[NH:35][N:36]=2)[CH:25]=[C:26]([O:28][CH3:29])[CH:27]=1.C[Al](C)C. The catalyst is C1(C)C=CC=CC=1. The product is [CH:1]1([N:4]2[CH2:5][CH2:6][CH:7]([C:10]3[CH:11]=[CH:12][C:13]([C:14]([NH:37][C:34]4[NH:35][N:36]=[C:32]([CH2:31][CH2:30][C:24]5[CH:25]=[C:26]([O:28][CH3:29])[CH:27]=[C:22]([O:21][CH3:20])[CH:23]=5)[CH:33]=4)=[O:16])=[CH:18][CH:19]=3)[CH2:8][CH2:9]2)[CH2:2][CH2:3]1. The yield is 0.358.